From a dataset of Catalyst prediction with 721,799 reactions and 888 catalyst types from USPTO. Predict which catalyst facilitates the given reaction. (1) Reactant: [F:1][C:2]1[CH:3]=[C:4]2[C:8](=[CH:9][CH:10]=1)[NH:7][C:6](=[O:11])[CH2:5]2.[I:12][C:13]1[C:21]2[C:16](=[CH:17][C:18]([CH:22]=O)=[CH:19][CH:20]=2)[N:15]([CH2:24][O:25][CH2:26][CH2:27][Si:28]([CH3:31])([CH3:30])[CH3:29])[N:14]=1.N1CCCCC1. Product: [F:1][C:2]1[CH:3]=[C:4]2[C:8](=[CH:9][CH:10]=1)[NH:7][C:6](=[O:11])/[C:5]/2=[CH:22]/[C:18]1[CH:17]=[C:16]2[C:21]([C:13]([I:12])=[N:14][N:15]2[CH2:24][O:25][CH2:26][CH2:27][Si:28]([CH3:31])([CH3:30])[CH3:29])=[CH:20][CH:19]=1. The catalyst class is: 5. (2) Reactant: [NH2:1][C:2]1[CH:10]=[CH:9][C:5]([C:6]([OH:8])=[O:7])=[C:4]([Cl:11])[CH:3]=1.[C:12](Cl)(=O)C. Product: [CH3:12][O:7][C:6](=[O:8])[C:5]1[CH:9]=[CH:10][C:2]([NH2:1])=[CH:3][C:4]=1[Cl:11]. The catalyst class is: 5. (3) Reactant: [NH2:1][C:2]1[C:3](=[O:23])[N:4]([CH:20]([CH3:22])[CH3:21])[C:5](=[O:19])[N:6]([C:9]2[CH:14]=[CH:13][CH:12]=[C:11]([C:15]([F:18])([F:17])[F:16])[CH:10]=2)[C:7]=1[CH3:8].[CH3:24]OC(OC)N(C)C.C(O)(=O)C.[C:36]([C:38]1[CH:47]=[CH:46][C:41]([C:42]([NH:44][NH2:45])=O)=[CH:40][CH:39]=1)#[N:37]. Product: [CH:20]([N:4]1[C:3](=[O:23])[C:2]([N:1]2[CH:24]=[N:45][N:44]=[C:42]2[C:41]2[CH:46]=[CH:47][C:38]([C:36]#[N:37])=[CH:39][CH:40]=2)=[C:7]([CH3:8])[N:6]([C:9]2[CH:14]=[CH:13][CH:12]=[C:11]([C:15]([F:17])([F:16])[F:18])[CH:10]=2)[C:5]1=[O:19])([CH3:21])[CH3:22]. The catalyst class is: 35. (4) Reactant: [NH2:1][CH2:2][CH2:3][CH2:4][CH2:5][C@H:6]([NH:11][C:12]([C:14]1[C:15](=[O:33])[N:16]([CH:20]([C:27]2[CH:32]=[CH:31][CH:30]=[CH:29][CH:28]=2)[C:21]2[CH:26]=[CH:25][CH:24]=[CH:23][CH:22]=2)[CH:17]=[CH:18][CH:19]=1)=[O:13])[C:7]([O:9][CH3:10])=[O:8].C(O)(C(F)(F)F)=O.[CH3:41][C:42]1[C:47]([CH3:48])=[C:46]([S:49](/[N:52]=[C:53](/SC)\[NH2:54])(=[O:51])=[O:50])[C:45]([CH3:57])=[C:44]2[CH2:58][CH2:59][C:60]([CH3:63])([CH3:62])[O:61][C:43]=12.C(N(CC)CC)C. Product: [C:27]1([CH:20]([C:21]2[CH:26]=[CH:25][CH:24]=[CH:23][CH:22]=2)[N:16]2[CH:17]=[CH:18][CH:19]=[C:14]([C:12]([NH:11][C@@H:6]([CH2:5][CH2:4][CH2:3][CH2:2][NH:1][C:53]([NH:52][S:49]([C:46]3[C:45]([CH3:57])=[C:44]4[C:43](=[C:42]([CH3:41])[C:47]=3[CH3:48])[O:61][C:60]([CH3:62])([CH3:63])[CH2:59][CH2:58]4)(=[O:50])=[O:51])=[NH:54])[C:7]([O:9][CH3:10])=[O:8])=[O:13])[C:15]2=[O:33])[CH:32]=[CH:31][CH:30]=[CH:29][CH:28]=1. The catalyst class is: 1.